From a dataset of Drug-target binding data from BindingDB using Kd measurements. Regression. Given a target protein amino acid sequence and a drug SMILES string, predict the binding affinity score between them. We predict pKd (pKd = -log10(Kd in M); higher means stronger binding). Dataset: bindingdb_kd. The small molecule is COCc1cc(-c2ccccc2OCc2ccc(Br)cc2)no1. The target protein (P34158) has sequence MQKSPLEKASFISKLFFSWTTPILRKGYRHHLELSDIYQAPSSDSADHLSEKLEREWDREQASKKKPQLIHALRRCFVWRFVFYGVLLYLGEVTKAVQPVLLGRIIASYDPDNTEERSIAIYLGIGLCLLFIVRTLLLHPAIFGLHHIGMQMRIAMFSLIYKKTLKLSSRVLDKISIGQLISLLSNNLNKFDEGLALAHFIWIAPLQVVLLMGLLWDLLQFSAFCGLGLLIVLVIFQAILGKMMVKYRDKRAAKINERLVITSEVIDNIYSVKAYCWESAMEKIIESLREEELKMTRRSAYMRFFTSSAFFFSGFFVVFLSVLPYTVINGIVLRKIFTTISFCIVLRMSVTRQFPTAVQIWYDSLGMIRKIQDFLQTQEYKVLEYNLMFTGLVMENVTAFWEEGFQELLEKVQLNNDDRKTSNGENHLSFSHLCLVGNPVLKNINLNIKKGEMLAITGSTGAGKTSLLMLILGELEASEGIIKHSGRVSFSSQISWIMPG.... The pKd is 3.5.